This data is from Reaction yield outcomes from USPTO patents with 853,638 reactions. The task is: Predict the reaction yield, written as a fraction of the theoretical maximum amount of product (1.0 means a 100% yield; for example, 0.34 means a 34% yield). The yield is 0.640. The catalyst is C(OCC)(=O)C. The product is [CH:8]1([NH:11][C:12](=[O:40])[C:13]2[CH:18]=[CH:17][C:16]([C:19]3[N:23]4[CH:24]=[C:25]([C:32]([N:34]5[CH2:39][CH2:38][CH2:37][CH2:36][CH2:35]5)=[O:33])[N:26]=[C:27]([NH:48][CH2:47][CH:44]5[CH2:45][CH2:46][O:41][CH2:42][CH2:43]5)[C:22]4=[N:21][CH:20]=3)=[CH:15][CH:14]=2)[CH2:10][CH2:9]1. The reactants are CN1C(=O)CCC1.[CH:8]1([NH:11][C:12](=[O:40])[C:13]2[CH:18]=[CH:17][C:16]([C:19]3[N:23]4[CH:24]=[C:25]([C:32]([N:34]5[CH2:39][CH2:38][CH2:37][CH2:36][CH2:35]5)=[O:33])[N:26]=[C:27](S(C)(=O)=O)[C:22]4=[N:21][CH:20]=3)=[CH:15][CH:14]=2)[CH2:10][CH2:9]1.[O:41]1[CH2:46][CH2:45][CH:44]([CH2:47][NH2:48])[CH2:43][CH2:42]1.O.